Dataset: Catalyst prediction with 721,799 reactions and 888 catalyst types from USPTO. Task: Predict which catalyst facilitates the given reaction. (1) Reactant: [Cl:1][C:2]1[C:10]2[N:9]=[N:8][N:7]([CH2:11][CH:12]3[CH2:14][CH2:13]3)[C:6]=2[CH:5]=[CH:4][C:3]=1[OH:15].[Br:16][C:17]1[C:18](Cl)=[N:19][CH:20]=[CH:21][CH:22]=1.C(=O)([O-])[O-].[Cs+].[Cs+]. Product: [Br:16][C:17]1[C:18]([O:15][C:3]2[CH:4]=[CH:5][C:6]3[N:7]([CH2:11][CH:12]4[CH2:14][CH2:13]4)[N:8]=[N:9][C:10]=3[C:2]=2[Cl:1])=[N:19][CH:20]=[CH:21][CH:22]=1. The catalyst class is: 44. (2) Reactant: [CH3:1][C:2]1[C:6]([C:7]2[N:8]([C:19]3[CH:24]=[CH:23][C:22]([OH:25])=[CH:21][CH:20]=3)[C:9]3[C:14]([C:15]=2[C:16](=O)[CH3:17])=[CH:13][CH:12]=[CH:11][CH:10]=3)=[C:5]([CH3:26])[O:4][N:3]=1.Cl.[NH2:28][OH:29].N1C=CC=CC=1. Product: [CH3:1][C:2]1[C:6]([C:7]2[N:8]([C:19]3[CH:20]=[CH:21][C:22]([OH:25])=[CH:23][CH:24]=3)[C:9]3[C:14]([C:15]=2[C:16](=[N:28][OH:29])[CH3:17])=[CH:13][CH:12]=[CH:11][CH:10]=3)=[C:5]([CH3:26])[O:4][N:3]=1. The catalyst class is: 14. (3) Reactant: [NH2:1][CH:2]1[CH:7]([OH:8])[CH2:6][N:5]([C:9]([O:11][CH2:12][C:13]2[CH:18]=[CH:17][CH:16]=[CH:15][CH:14]=2)=[O:10])[CH:4]([CH3:19])[CH2:3]1.[N:20]1[CH:25]=[CH:24][CH:23]=[CH:22][C:21]=1[C:26](O)=[O:27].C1C=CC2N(O)N=NC=2C=1.CCN=C=NCCCN(C)C. Product: [OH:8][CH:7]1[CH2:6][N:5]([C:9]([O:11][CH2:12][C:13]2[CH:18]=[CH:17][CH:16]=[CH:15][CH:14]=2)=[O:10])[CH:4]([CH3:19])[CH2:3][CH:2]1[NH:1][C:26](=[O:27])[C:21]1[CH:22]=[CH:23][CH:24]=[CH:25][N:20]=1. The catalyst class is: 2. (4) Reactant: [Cl:1][C:2]1[C:3]([CH3:28])=[C:4]([NH:10][C@H:11]([C@@H:25]([OH:27])[CH3:26])[C:12]([NH:14][NH:15][C:16](=[O:24])[C:17]2[CH:22]=[CH:21][C:20]([I:23])=[CH:19][CH:18]=2)=[O:13])[CH:5]=[CH:6][C:7]=1[C:8]#[N:9].N1C=CN=C1.[CH3:34][C:35]([Si:38](Cl)([CH3:40])[CH3:39])([CH3:37])[CH3:36]. Product: [Si:38]([O:27][C@@H:25]([CH3:26])[C@@H:11]([NH:10][C:4]1[CH:5]=[CH:6][C:7]([C:8]#[N:9])=[C:2]([Cl:1])[C:3]=1[CH3:28])[C:12]([NH:14][NH:15][C:16](=[O:24])[C:17]1[CH:22]=[CH:21][C:20]([I:23])=[CH:19][CH:18]=1)=[O:13])([C:35]([CH3:37])([CH3:36])[CH3:34])([CH3:40])[CH3:39]. The catalyst class is: 3.